Predict which catalyst facilitates the given reaction. From a dataset of Catalyst prediction with 721,799 reactions and 888 catalyst types from USPTO. (1) Reactant: Cl[C:2]([O:4][CH2:5][Cl:6])=[O:3].Cl.[NH2:8][CH2:9][C:10]([O:12][C:13]([CH3:16])([CH3:15])[CH3:14])=[O:11].C(N(C(C)C)CC)(C)C. Product: [C:13]([O:12][C:10]([CH2:9][NH:8][C:2](=[O:3])[O:4][CH2:5][Cl:6])=[O:11])([CH3:16])([CH3:15])[CH3:14]. The catalyst class is: 4. (2) Reactant: [CH3:1][C:2]([C:8]1[CH:9]=[CH:10][CH:11]=[C:12]2[C:17]=1[N:16]=[C:15]([CH3:18])[CH:14]=[CH:13]2)([CH3:7])[C:3](OC)=[O:4].[H-].[H-].[H-].[H-].[Li+].[Al+3].O.O.O.O.O.O.O.O.O.O.S([O-])([O-])(=O)=O.[Na+].[Na+]. Product: [CH3:7][C:2]([C:8]1[CH:9]=[CH:10][CH:11]=[C:12]2[C:17]=1[N:16]=[C:15]([CH3:18])[CH:14]=[CH:13]2)([CH3:1])[CH2:3][OH:4]. The catalyst class is: 1. (3) Reactant: [H][H].[C:3]([O:7][C:8](=[O:21])[CH:9]=[C:10]1[CH2:15][CH2:14][CH:13]([C:16]([O:18][CH2:19][CH3:20])=[O:17])[CH2:12][CH2:11]1)([CH3:6])([CH3:5])[CH3:4]. Product: [C:3]([O:7][C:8](=[O:21])[CH2:9][CH:10]1[CH2:11][CH2:12][CH:13]([C:16]([O:18][CH2:19][CH3:20])=[O:17])[CH2:14][CH2:15]1)([CH3:5])([CH3:6])[CH3:4]. The catalyst class is: 78. (4) Product: [CH:2]1([CH2:5][C:6]2[CH:7]=[C:8]([CH3:14])[C:9]([NH:13][S:29]([C:26]3[CH:25]=[CH:24][C:23]([O:22][CH2:21][C:20]4[C:16]([CH3:15])=[N:17][O:18][C:19]=4[CH3:33])=[CH:28][CH:27]=3)(=[O:30])=[O:31])=[C:10]([CH3:12])[CH:11]=2)[CH2:3][CH2:4]1. Reactant: Cl.[CH:2]1([CH2:5][C:6]2[CH:11]=[C:10]([CH3:12])[C:9]([NH2:13])=[C:8]([CH3:14])[CH:7]=2)[CH2:4][CH2:3]1.[CH3:15][C:16]1[C:20]([CH2:21][O:22][C:23]2[CH:28]=[CH:27][C:26]([S:29](Cl)(=[O:31])=[O:30])=[CH:25][CH:24]=2)=[C:19]([CH3:33])[O:18][N:17]=1.C(N=C(N(C)C)N(C)C)(C)(C)C. The catalyst class is: 858.